From a dataset of Reaction yield outcomes from USPTO patents with 853,638 reactions. Predict the reaction yield, written as a fraction of the theoretical maximum amount of product (1.0 means a 100% yield; for example, 0.34 means a 34% yield). (1) The reactants are CO[C:3]1[CH:8]=[CH:7][C:6]([CH2:9][C:10](=O)[C:11](=[N:14][NH:15][C:16]2[CH:21]=[CH:20][CH:19]=[CH:18][CH:17]=2)[C:12]#[N:13])=[CH:5][CH:4]=1.[OH2:23].[NH2:24][NH2:25].[CH2:26](O)C. No catalyst specified. The product is [CH3:26][O:23][C:3]1[CH:8]=[CH:7][C:6]([CH2:9][C:10]2[C:11](=[N:14][NH:15][C:16]3[CH:21]=[CH:20][CH:19]=[CH:18][CH:17]=3)[C:12]([NH2:13])=[N:24][N:25]=2)=[CH:5][CH:4]=1. The yield is 0.920. (2) The reactants are Br[C:2]1[CH:7]=[CH:6][CH:5]=[CH:4][C:3]=1[N+:8]([O-:10])=[O:9].[CH3:11][C@H:12]1[CH2:17][NH:16][CH2:15][CH2:14][NH:13]1.C([O-])([O-])=O.[K+].[K+]. The product is [CH3:11][C@@H:12]1[NH:13][CH2:14][CH2:15][N:16]([C:2]2[CH:7]=[CH:6][CH:5]=[CH:4][C:3]=2[N+:8]([O-:10])=[O:9])[CH2:17]1. The yield is 0.800. The catalyst is O1CCOCC1. (3) The reactants are Br[C:2]1[C:3]2[N:4]([N:23]=[CH:24][N:25]=2)[C:5]([C:16]2[CH:21]=[CH:20][C:19]([CH3:22])=[CH:18][CH:17]=2)=[C:6]([C:8]2[CH:15]=[CH:14][C:11]([C:12]#[N:13])=[CH:10][CH:9]=2)[CH:7]=1.C[N+]12CC(=O)O[B-]1(C=C)O[C:30](=O)[CH2:31]2.ClCCl.C(=O)([O-])[O-].[K+].[K+]. The catalyst is O1CCOCC1.O.C1C=CC(P(C2C=CC=CC=2)[C-]2C=CC=C2)=CC=1.C1C=CC(P(C2C=CC=CC=2)[C-]2C=CC=C2)=CC=1.Cl[Pd]Cl.[Fe+2]. The product is [CH3:22][C:19]1[CH:20]=[CH:21][C:16]([C:5]2[N:4]3[N:23]=[CH:24][N:25]=[C:3]3[C:2]([CH:30]=[CH2:31])=[CH:7][C:6]=2[C:8]2[CH:15]=[CH:14][C:11]([C:12]#[N:13])=[CH:10][CH:9]=2)=[CH:17][CH:18]=1. The yield is 0.770. (4) The reactants are Cl.[C:2]([C:4]1[CH:5]=[C:6]([NH:10][C:11]2[C:20]3[C:15](=[CH:16][C:17]([O:24][CH2:25][CH2:26][O:27][CH3:28])=[C:18]([N+:21]([O-])=O)[CH:19]=3)[N:14]=[CH:13][N:12]=2)[CH:7]=[CH:8][CH:9]=1)#[CH:3].[OH-].[Na+]. The catalyst is C(O)C.[Fe]. The product is [C:2]([C:4]1[CH:5]=[C:6]([NH:10][C:11]2[C:20]3[C:15](=[CH:16][C:17]([O:24][CH2:25][CH2:26][O:27][CH3:28])=[C:18]([NH2:21])[CH:19]=3)[N:14]=[CH:13][N:12]=2)[CH:7]=[CH:8][CH:9]=1)#[CH:3]. The yield is 0.545.